Predict the product of the given reaction. From a dataset of Forward reaction prediction with 1.9M reactions from USPTO patents (1976-2016). (1) Given the reactants [C:1]([C:3]1[C:8]2[N:9]([CH:36]3[CH2:40][CH2:39][CH2:38][CH2:37]3)[C:10]3[N:11]=[C:12]([NH:16][C:17]4[N:22]=[CH:21][C:20]([N:23]5[CH2:28][CH2:27][N:26](C(OC(C)(C)C)=O)[CH2:25][CH2:24]5)=[CH:19][CH:18]=4)[N:13]=[CH:14][C:15]=3[C:7]=2[CH:6]=[CH:5][N:4]=1)#[N:2].Cl, predict the reaction product. The product is: [CH:36]1([N:9]2[C:10]3[N:11]=[C:12]([NH:16][C:17]4[CH:18]=[CH:19][C:20]([N:23]5[CH2:24][CH2:25][NH:26][CH2:27][CH2:28]5)=[CH:21][N:22]=4)[N:13]=[CH:14][C:15]=3[C:7]3[CH:6]=[CH:5][N:4]=[C:3]([C:1]#[N:2])[C:8]2=3)[CH2:37][CH2:38][CH2:39][CH2:40]1. (2) Given the reactants [Cl-].O[NH3+:3].[C:4](=[O:7])([O-])[OH:5].[Na+].CS(C)=O.[CH2:13]([C:17]1[N:18]=[C:19]([CH3:56])[N:20]([C:39]2[CH:44]=[CH:43][CH:42]=[C:41]([O:45][CH2:46][CH2:47][O:48][Si:49]([C:52]([CH3:55])([CH3:54])[CH3:53])([CH3:51])[CH3:50])[CH:40]=2)[C:21](=[O:38])[C:22]=1[CH2:23][C:24]1[CH:29]=[CH:28][C:27]([C:30]2[C:31]([C:36]#[N:37])=[CH:32][CH:33]=[CH:34][CH:35]=2)=[CH:26][CH:25]=1)[CH2:14][CH2:15][CH3:16], predict the reaction product. The product is: [CH2:13]([C:17]1[N:18]=[C:19]([CH3:56])[N:20]([C:39]2[CH:44]=[CH:43][CH:42]=[C:41]([O:45][CH2:46][CH2:47][O:48][Si:49]([C:52]([CH3:55])([CH3:54])[CH3:53])([CH3:50])[CH3:51])[CH:40]=2)[C:21](=[O:38])[C:22]=1[CH2:23][C:24]1[CH:25]=[CH:26][C:27]([C:30]2[CH:35]=[CH:34][CH:33]=[CH:32][C:31]=2[C:36]2[NH:3][C:4](=[O:7])[O:5][N:37]=2)=[CH:28][CH:29]=1)[CH2:14][CH2:15][CH3:16]. (3) Given the reactants [NH2:1][C:2]1[CH:10]=[CH:9][C:5]([C:6]([OH:8])=[O:7])=[CH:4][CH:3]=1.[C:11]1(=O)[O:16][C:14](=[O:15])[CH:13]=[CH:12]1.C([O-])(=O)C.[Na+].C(OC(=O)C)(=O)C, predict the reaction product. The product is: [C:6]([C:5]1[CH:9]=[CH:10][C:2]([N:1]2[C:14](=[O:15])[CH:13]=[CH:12][C:11]2=[O:16])=[CH:3][CH:4]=1)([OH:8])=[O:7]. (4) The product is: [Cl:21][CH2:17][CH2:16][CH2:15][NH:14][C:13]1[C:12]2[C:7](=[CH:8][CH:9]=[CH:10][CH:11]=2)[N:6]=[CH:5][C:4]=1[N+:1]([O-:3])=[O:2]. Given the reactants [N+:1]([C:4]1[CH:5]=[N:6][C:7]2[C:12]([C:13]=1[NH:14][CH2:15][CH2:16][CH2:17]O)=[CH:11][CH:10]=[CH:9][CH:8]=2)([O-:3])=[O:2].S(Cl)([Cl:21])=O.ClCCl.C(=O)([O-])[O-].[Na+].[Na+], predict the reaction product. (5) Given the reactants [CH3:1][C:2]1([C:7]2[O:11][C:10]([CH2:12][N:13]3[CH:17]=[C:16]([NH2:18])[CH:15]=[N:14]3)=[CH:9][CH:8]=2)[O:6]CCO1.[CH3:19][C:20]1[O:21][C:22]([C:28]2[CH:33]=[CH:32][CH:31]=[C:30]([C:34]([F:37])([F:36])[F:35])[CH:29]=2)=[C:23]([C:25](O)=[O:26])[N:24]=1, predict the reaction product. The product is: [C:2]([C:7]1[O:11][C:10]([CH2:12][N:13]2[CH:17]=[C:16]([NH:18][C:25]([C:23]3[N:24]=[C:20]([CH3:19])[O:21][C:22]=3[C:28]3[CH:33]=[CH:32][CH:31]=[C:30]([C:34]([F:37])([F:35])[F:36])[CH:29]=3)=[O:26])[CH:15]=[N:14]2)=[CH:9][CH:8]=1)(=[O:6])[CH3:1]. (6) Given the reactants [Br:1][C:2]1[CH:10]=[CH:9][C:5]([C:6](Cl)=[O:7])=[CH:4][CH:3]=1.Cl.[CH3:12][O:13][CH2:14][CH2:15][NH2:16], predict the reaction product. The product is: [Br:1][C:2]1[CH:10]=[CH:9][C:5]([C:6]([NH:16][CH2:15][CH2:14][O:13][CH3:12])=[O:7])=[CH:4][CH:3]=1. (7) Given the reactants [Cl:1][C:2]1[C:3]2[CH:10]=[CH:9][N:8]([C@H:11]3[C@@H:15]4[O:16][C:17]([CH3:20])([CH3:19])[O:18][C@@H:14]4[C@@H:13]([CH2:21]O)[CH2:12]3)[C:4]=2[N:5]=[CH:6][N:7]=1.C1C=CC(P(C2C=CC=CC=2)C2C=CC=CC=2)=CC=1.N(C(OC(C)C)=O)=NC(OC(C)C)=O.C1C=CC(OP(OC2C=CC=CC=2)([N:65]=[N+:66]=[N-:67])=O)=CC=1, predict the reaction product. The product is: [N:65]([CH2:21][C@@H:13]1[C@H:14]2[O:18][C:17]([CH3:19])([CH3:20])[O:16][C@H:15]2[C@H:11]([N:8]2[C:4]3[N:5]=[CH:6][N:7]=[C:2]([Cl:1])[C:3]=3[CH:10]=[CH:9]2)[CH2:12]1)=[N+:66]=[N-:67]. (8) Given the reactants Br[C:2]1[CH:7]=[CH:6][C:5]([NH2:8])=[C:4]([N+:9]([O-:11])=[O:10])[CH:3]=1.[F:12][C:13]1[CH:18]=[CH:17][CH:16]=[CH:15][C:14]=1B(O)O.C([O-])([O-])=O.[Na+].[Na+].CCOC(C)=O, predict the reaction product. The product is: [F:12][C:13]1[CH:18]=[CH:17][CH:16]=[CH:15][C:14]=1[C:2]1[CH:7]=[CH:6][C:5]([NH2:8])=[C:4]([N+:9]([O-:11])=[O:10])[CH:3]=1. (9) Given the reactants FC(F)(F)C(O)=O.[Cl:8][C:9]1[CH:10]=[C:11]([CH:27]2[O:32][CH2:31][CH2:30][N:29](C(OC(C)(C)C)=O)[CH2:28]2)[CH:12]=[CH:13][C:14]=1[NH:15][C:16]([NH:18][C:19]1[CH:24]=[CH:23][CH:22]=[C:21]([C:25]#[N:26])[CH:20]=1)=[O:17].[OH-].[Na+], predict the reaction product. The product is: [Cl:8][C:9]1[CH:10]=[C:11]([CH:27]2[O:32][CH2:31][CH2:30][NH:29][CH2:28]2)[CH:12]=[CH:13][C:14]=1[NH:15][C:16]([NH:18][C:19]1[CH:24]=[CH:23][CH:22]=[C:21]([C:25]#[N:26])[CH:20]=1)=[O:17]. (10) Given the reactants C([O:9][C@H:10]1[CH2:15][C@@H:14]([O:16][Si:17]([C:20]([CH3:23])([CH3:22])[CH3:21])([CH3:19])[CH3:18])[CH2:13][CH2:12][C@@H:11]1[C:24]1[N:28]([CH3:29])[N:27]=[CH:26][CH:25]=1)(=O)C1C=CC=CC=1.C(=O)([O-])[O-].[K+].[K+], predict the reaction product. The product is: [Si:17]([O:16][C@@H:14]1[CH2:15][C@H:10]([OH:9])[C@@H:11]([C:24]2[N:28]([CH3:29])[N:27]=[CH:26][CH:25]=2)[CH2:12][CH2:13]1)([C:20]([CH3:23])([CH3:21])[CH3:22])([CH3:18])[CH3:19].